This data is from Forward reaction prediction with 1.9M reactions from USPTO patents (1976-2016). The task is: Predict the product of the given reaction. Given the reactants Cl[C:2]1[C:7]([N+:8]([O-:10])=[O:9])=[CH:6][CH:5]=[CH:4][N:3]=1.[NH2:11][C:12]1[CH:13]=[C:14]([NH:18][C:19]([C:21]2[CH:30]=[CH:29][C:28]3[C:23](=[CH:24][CH:25]=[CH:26][CH:27]=3)[CH:22]=2)=[O:20])[CH:15]=[CH:16][CH:17]=1.C(=O)([O-])[O-].[K+].[K+], predict the reaction product. The product is: [CH:22]1[C:23]2[C:28](=[CH:27][CH:26]=[CH:25][CH:24]=2)[CH:29]=[CH:30][C:21]=1[C:19]([NH:18][C:14]1[CH:13]=[C:12]([NH:11][C:2]2[C:7]([N+:8]([O-:10])=[O:9])=[CH:6][CH:5]=[CH:4][N:3]=2)[CH:17]=[CH:16][CH:15]=1)=[O:20].